From a dataset of Forward reaction prediction with 1.9M reactions from USPTO patents (1976-2016). Predict the product of the given reaction. (1) Given the reactants [CH:1]1([CH:4]([C:16]2[CH:17]=[N:18][C:19]([O:22][CH3:23])=[CH:20][CH:21]=2)[O:5][C:6]2[CH:11]=[CH:10][C:9]([CH2:12][NH2:13])=[CH:8][C:7]=2[O:14][CH3:15])[CH2:3][CH2:2]1.C(=O)([O-])[O-].[K+].[K+].Cl[C:31]1[C:36]([N+:37]([O-:39])=[O:38])=[CH:35][C:34]([I:40])=[CH:33][N:32]=1, predict the reaction product. The product is: [CH:1]1([CH:4]([C:16]2[CH:17]=[N:18][C:19]([O:22][CH3:23])=[CH:20][CH:21]=2)[O:5][C:6]2[CH:11]=[CH:10][C:9]([CH2:12][NH:13][C:31]3[C:36]([N+:37]([O-:39])=[O:38])=[CH:35][C:34]([I:40])=[CH:33][N:32]=3)=[CH:8][C:7]=2[O:14][CH3:15])[CH2:3][CH2:2]1. (2) Given the reactants [Cl:1][C:2]1[CH:3]=[CH:4][C:5]2[N:6]([CH:8]=[C:9]([CH3:11])[N:10]=2)[N:7]=1.[N+:12]([O-])([OH:14])=[O:13].C(=O)(O)[O-].[Na+], predict the reaction product. The product is: [Cl:1][C:2]1[CH:3]=[CH:4][C:5]2[N:6]([C:8]([N+:12]([O-:14])=[O:13])=[C:9]([CH3:11])[N:10]=2)[N:7]=1. (3) Given the reactants [CH2:1]([O:3][C:4](=[O:13])[CH2:5][C:6]1[CH:7]=[N:8][C:9](Cl)=[CH:10][CH:11]=1)[CH3:2].P([O-])([O-])([O-])=O.[K+].[K+].[K+].[CH3:22][C:23]1[CH:24]=[C:25]([C:39]([C:44]2[CH:49]=[CH:48][C:47](/[CH:50]=[CH:51]/[C:52]([CH2:56][CH3:57])([OH:55])[CH2:53][CH3:54])=[C:46]([CH3:58])[CH:45]=2)([CH2:42][CH3:43])[CH2:40][CH3:41])[CH:26]=[C:27]([CH3:38])[C:28]=1B1OC(C)(C)C(C)(C)O1.C(OCC)(=O)C, predict the reaction product. The product is: [CH2:1]([O:3][C:4](=[O:13])[CH2:5][C:6]1[CH:7]=[N:8][C:9]([C:28]2[C:27]([CH3:38])=[CH:26][C:25]([C:39]([CH2:40][CH3:41])([C:44]3[CH:49]=[CH:48][C:47](/[CH:50]=[CH:51]/[C:52]([CH2:56][CH3:57])([OH:55])[CH2:53][CH3:54])=[C:46]([CH3:58])[CH:45]=3)[CH2:42][CH3:43])=[CH:24][C:23]=2[CH3:22])=[CH:10][CH:11]=1)[CH3:2]. (4) Given the reactants [CH3:1][O:2][C:3](=[O:17])[C@@H:4]([O:14][CH2:15][CH3:16])[CH2:5][C:6]1[CH:11]=[CH:10][C:9]([OH:12])=[CH:8][C:7]=1[F:13].Cl[CH2:19][C:20]1[N:21]=[C:22]([C:26]2[CH:31]=[CH:30][CH:29]=[CH:28][C:27]=2[F:32])[O:23][C:24]=1[CH3:25].FC1C=CC=CC=1C=O.O=P(Cl)(Cl)Cl.C(=O)([O-])[O-].[Cs+].[Cs+].[I-].[K+], predict the reaction product. The product is: [CH3:1][O:2][C:3](=[O:17])[C@@H:4]([O:14][CH2:15][CH3:16])[CH2:5][C:6]1[CH:11]=[CH:10][C:9]([O:12][CH2:19][C:20]2[N:21]=[C:22]([C:26]3[CH:31]=[CH:30][CH:29]=[CH:28][C:27]=3[F:32])[O:23][C:24]=2[CH3:25])=[CH:8][C:7]=1[F:13]. (5) Given the reactants [CH3:1][O:2][C:3](=[O:18])[C:4]1[CH:5]=[C:6]([CH:14]=[C:15]([NH2:17])[CH:16]=1)[C:7]([O:9][C:10]([CH3:13])([CH3:12])[CH3:11])=[O:8].CCN(CC)CC.[Cl:26][CH2:27][CH2:28][CH2:29][C:30](Cl)=[O:31], predict the reaction product. The product is: [CH3:1][O:2][C:3](=[O:18])[C:4]1[CH:5]=[C:6]([CH:14]=[C:15]([NH:17][C:30](=[O:31])[CH2:29][CH2:28][CH2:27][Cl:26])[CH:16]=1)[C:7]([O:9][C:10]([CH3:13])([CH3:11])[CH3:12])=[O:8]. (6) Given the reactants [N+:1]([C:4]1[CH:9]=[CH:8][CH:7]=[CH:6][C:5]=1[CH2:10][C:11]#[N:12])([O-:3])=[O:2].B.CSC, predict the reaction product. The product is: [N+:1]([C:4]1[CH:9]=[CH:8][CH:7]=[CH:6][C:5]=1[CH2:10][CH2:11][NH2:12])([O-:3])=[O:2]. (7) Given the reactants [CH3:1][O:2][C:3](=[O:16])[C@@H:4]([NH:8][C:9]([O:11][C:12]([CH3:15])([CH3:14])[CH3:13])=[O:10])[CH2:5][CH2:6]Br.[Na+].[I-:18], predict the reaction product. The product is: [CH3:1][O:2][C:3](=[O:16])[C@@H:4]([NH:8][C:9]([O:11][C:12]([CH3:15])([CH3:14])[CH3:13])=[O:10])[CH2:5][CH2:6][I:18]. (8) Given the reactants [Cl:1][C:2]1[CH:7]=[C:6]([Br:8])[CH:5]=[C:4]([CH3:9])[C:3]=1[OH:10].Cl[C:12]1[CH:17]=[CH:16][C:15]([N+:18]([O-:20])=[O:19])=[CH:14][N:13]=1.C([O-])([O-])=O.[K+].[K+], predict the reaction product. The product is: [Br:8][C:6]1[CH:5]=[C:4]([CH3:9])[C:3]([O:10][C:12]2[CH:17]=[CH:16][C:15]([N+:18]([O-:20])=[O:19])=[CH:14][N:13]=2)=[C:2]([Cl:1])[CH:7]=1. (9) Given the reactants FC(F)(F)C(O)=O.[F:8][C:9]1[CH:10]=[CH:11][C:12]([NH:26][C:27](=[O:47])[C:28]2[CH:33]=[CH:32][C:31]([N:34]3[CH2:38][CH2:37][CH2:36][CH2:35]3)=[CH:30][C:29]=2[O:39][CH:40]2[CH2:45][CH2:44][N:43]([CH3:46])[CH2:42][CH2:41]2)=[C:13]([CH:25]=1)[C:14]([NH:16][C:17]1[CH:22]=[CH:21][CH:20]=[CH:19][C:18]=1[O:23][CH3:24])=[O:15].FC1C=CC2N=C(C3C=CC(N4CCCC4)=CC=3OC3CCN(C)CC3)OC(=O)C=2C=1.COC1C=CC=CC=1N, predict the reaction product. The product is: [F:8][C:9]1[CH:10]=[CH:11][C:12]([NH:26][C:27](=[O:47])[C:28]2[CH:33]=[CH:32][C:31]([N:34]3[CH2:38][CH2:37][CH2:36][CH2:35]3)=[CH:30][C:29]=2[O:39][CH:40]2[CH2:41][CH2:42][N:43]([CH3:46])[CH2:44][CH2:45]2)=[C:13]([CH:25]=1)[C:14]([NH:16][C:17]1[CH:22]=[CH:21][CH:20]=[CH:19][C:18]=1[O:23][CH3:24])=[O:15].